From a dataset of Forward reaction prediction with 1.9M reactions from USPTO patents (1976-2016). Predict the product of the given reaction. (1) Given the reactants [CH3:1][C@@H:2]([OH:9])[CH2:3][CH2:4][CH2:5][CH2:6][CH2:7][CH3:8].C[C@H]1[C@H](O)C[C@H]2C(C)(C)[C@@H]1C2.CC1C(O)CC2C(C)(C)C1C2.C[C@@H]([C@@H]1[C@@]2(C)CC[C@@H]3[C@@]4(C)CC[C@H](O)C[C@@H]4CC[C@H]3[C@@H]2CC1)CCCC(C)C.C[C@@H]([C@@H]1[C@@]2(C)CC[C@@H]3[C@@]4(C)CC[C@@H](O)C[C@@H]4CC[C@H]3[C@@H]2CC1)CCCC(C)C, predict the reaction product. The product is: [CH3:1][C@H:2]([OH:9])[CH2:3][CH2:4][CH2:5][CH2:6][CH2:7][CH3:8]. (2) Given the reactants [CH:1]([S:4][C:5]1[CH:12]=[CH:11][CH:10]=[CH:9][C:6]=1[CH:7]=[O:8])([CH3:3])[CH3:2].BrBr.[O-:15]S([O-])=O.[Na+].[Na+], predict the reaction product. The product is: [CH:1]([S:4]([C:5]1[CH:12]=[CH:11][CH:10]=[CH:9][C:6]=1[CH:7]=[O:8])=[O:15])([CH3:3])[CH3:2]. (3) Given the reactants [CH3:1][O:2][C:3]1[CH:4]=[C:5]([C:13](=[O:15])[CH3:14])[CH:6]=[C:7]([O:11][CH3:12])[C:8]=1[O:9][CH3:10].[OH-].[Na+].[S:18]1[C:22]([C:23]2[C:24]([O:33][CH3:34])=[CH:25][C:26]([O:31][CH3:32])=[C:27]([CH:30]=2)[CH:28]=O)=[CH:21][C:20]2[CH:35]=[CH:36][CH:37]=[CH:38][C:19]1=2, predict the reaction product. The product is: [S:18]1[C:22]([C:23]2[C:24]([O:33][CH3:34])=[CH:25][C:26]([O:31][CH3:32])=[C:27]([CH:28]=[CH:14][C:13]([C:5]3[CH:6]=[C:7]([O:11][CH3:12])[C:8]([O:9][CH3:10])=[C:3]([O:2][CH3:1])[CH:4]=3)=[O:15])[CH:30]=2)=[CH:21][C:20]2[CH:35]=[CH:36][CH:37]=[CH:38][C:19]1=2. (4) Given the reactants [CH2:1]([N:3]1[CH2:8][CH:7]=[C:6]([C:9]2[C:10]([F:16])=[C:11]([OH:15])[CH:12]=[CH:13][CH:14]=2)[CH2:5][CH2:4]1)[CH3:2].Cl, predict the reaction product. The product is: [CH2:1]([N:3]1[CH2:8][CH2:7][CH:6]([C:9]2[C:10]([F:16])=[C:11]([OH:15])[CH:12]=[CH:13][CH:14]=2)[CH2:5][CH2:4]1)[CH3:2]. (5) Given the reactants [F:1][C:2]1[CH:3]=[C:4]([CH:31]=[CH:32][C:33]=1[NH:34][C:35]([C:37]1([C:40](=[O:49])[NH:41][C:42]2[CH:47]=[CH:46][C:45]([F:48])=[CH:44][CH:43]=2)[CH2:39][CH2:38]1)=[O:36])[O:5][C:6]1[CH:11]=[CH:10][N:9]=[C:8]([N:12]([C:22]([O:24]C2C=CC=CC=2)=O)C(=O)OC2C=CC=CC=2)[CH:7]=1.[N:50]1([CH:55]2[CH2:60][CH2:59][NH:58][CH2:57][CH2:56]2)[CH2:54][CH2:53][CH2:52][CH2:51]1, predict the reaction product. The product is: [F:48][C:45]1[CH:44]=[CH:43][C:42]([NH:41][C:40]([C:37]2([C:35]([NH:34][C:33]3[CH:32]=[CH:31][C:4]([O:5][C:6]4[CH:11]=[CH:10][N:9]=[C:8]([NH:12][C:22]([N:58]5[CH2:59][CH2:60][CH:55]([N:50]6[CH2:54][CH2:53][CH2:52][CH2:51]6)[CH2:56][CH2:57]5)=[O:24])[CH:7]=4)=[CH:3][C:2]=3[F:1])=[O:36])[CH2:38][CH2:39]2)=[O:49])=[CH:47][CH:46]=1. (6) Given the reactants [F:1][C:2]1[CH:3]=[CH:4][C:5]([N+:17]([O-])=O)=[C:6]([NH:8][C:9]2[S:10][C:11]([CH3:16])=[CH:12][C:13]=2[C:14]#[N:15])[CH:7]=1.Cl.[Sn](Cl)[Cl:22], predict the reaction product. The product is: [ClH:22].[F:1][C:2]1[CH:3]=[CH:4][C:5]2[N:17]=[C:14]([NH2:15])[C:13]3[CH:12]=[C:11]([CH3:16])[S:10][C:9]=3[NH:8][C:6]=2[CH:7]=1. (7) Given the reactants [Cl:1][C:2]1[CH:3]=[CH:4][C:5]([N:11]2[CH:15]=[N:14][N:13]=[N:12]2)=[C:6]([CH:10]=1)[C:7]([NH2:9])=O.[OH-].COC(NS([NH3+])(=O)=O)=O.O, predict the reaction product. The product is: [Cl:1][C:2]1[CH:3]=[CH:4][C:5]([N:11]2[CH:15]=[N:14][N:13]=[N:12]2)=[C:6]([CH:10]=1)[C:7]#[N:9].